From a dataset of NCI-60 drug combinations with 297,098 pairs across 59 cell lines. Regression. Given two drug SMILES strings and cell line genomic features, predict the synergy score measuring deviation from expected non-interaction effect. (1) Drug 1: C1CC(=O)NC(=O)C1N2CC3=C(C2=O)C=CC=C3N. Drug 2: CCCCCOC(=O)NC1=NC(=O)N(C=C1F)C2C(C(C(O2)C)O)O. Cell line: MDA-MB-231. Synergy scores: CSS=4.66, Synergy_ZIP=-2.21, Synergy_Bliss=-2.16, Synergy_Loewe=0.268, Synergy_HSA=-0.0978. (2) Drug 1: CC1C(C(=O)NC(C(=O)N2CCCC2C(=O)N(CC(=O)N(C(C(=O)O1)C(C)C)C)C)C(C)C)NC(=O)C3=C4C(=C(C=C3)C)OC5=C(C(=O)C(=C(C5=N4)C(=O)NC6C(OC(=O)C(N(C(=O)CN(C(=O)C7CCCN7C(=O)C(NC6=O)C(C)C)C)C)C(C)C)C)N)C. Drug 2: C1=NNC2=C1C(=O)NC=N2. Cell line: PC-3. Synergy scores: CSS=15.4, Synergy_ZIP=-3.12, Synergy_Bliss=1.11, Synergy_Loewe=-13.0, Synergy_HSA=-0.306.